From a dataset of Reaction yield outcomes from USPTO patents with 853,638 reactions. Predict the reaction yield, written as a fraction of the theoretical maximum amount of product (1.0 means a 100% yield; for example, 0.34 means a 34% yield). (1) The reactants are [Cl-].O[NH3+:3].[C:4](=[O:7])([O-])[OH:5].[Na+].CS(C)=O.[CH3:13][C:14]1[N:51]=[C:17]2[N:18]([CH2:41][C:42]3([C:45]4[CH:50]=[CH:49][CH:48]=[CH:47][CH:46]=4)[CH2:44][CH2:43]3)[C:19](=[O:40])[C:20]([CH2:25][C:26]3[CH:31]=[CH:30][C:29]([C:32]4[C:33]([C:38]#[N:39])=[CH:34][CH:35]=[CH:36][CH:37]=4)=[CH:28][CH:27]=3)=[C:21]([CH2:22][CH2:23][CH3:24])[N:16]2[N:15]=1. The catalyst is C(OCC)(=O)C. The product is [CH3:13][C:14]1[N:51]=[C:17]2[N:18]([CH2:41][C:42]3([C:45]4[CH:50]=[CH:49][CH:48]=[CH:47][CH:46]=4)[CH2:44][CH2:43]3)[C:19](=[O:40])[C:20]([CH2:25][C:26]3[CH:31]=[CH:30][C:29]([C:32]4[CH:37]=[CH:36][CH:35]=[CH:34][C:33]=4[C:38]4[NH:3][C:4](=[O:7])[O:5][N:39]=4)=[CH:28][CH:27]=3)=[C:21]([CH2:22][CH2:23][CH3:24])[N:16]2[N:15]=1. The yield is 0.140. (2) The reactants are Cl.Cl.[NH:3]1[CH2:6][CH:5]([C:7]2[CH:8]=[CH:9][C:10]([Cl:13])=[N:11][CH:12]=2)[CH2:4]1.C([O-])([O-])=O.[K+].[K+].[CH:20](=O)[CH2:21][CH3:22].C(O[BH-](OC(=O)C)OC(=O)C)(=O)C.[Na+]. The catalyst is C(Cl)Cl. The product is [Cl:13][C:10]1[CH:9]=[CH:8][C:7]([CH:5]2[CH2:6][N:3]([CH2:20][CH2:21][CH3:22])[CH2:4]2)=[CH:12][N:11]=1. The yield is 0.360. (3) The reactants are [OH:1][C:2]1[CH:10]=[CH:9][C:5]([CH2:6][C:7]#[N:8])=[CH:4][CH:3]=1.[Si:11](Cl)([C:14]([CH3:17])([CH3:16])[CH3:15])([CH3:13])[CH3:12].N1C=CN=C1. The yield is 0.980. The catalyst is CN(C=O)C.CCOCC. The product is [Si:11]([O:1][C:2]1[CH:10]=[CH:9][C:5]([CH2:6][C:7]#[N:8])=[CH:4][CH:3]=1)([C:14]([CH3:17])([CH3:16])[CH3:15])([CH3:13])[CH3:12]. (4) The reactants are [CH3:1][NH:2][C:3]1[N:8]=[CH:7][NH:6][C:5](=[O:9])[CH:4]=1.[CH3:10][O:11][C:12]1[CH:19]=[CH:18][C:15]([CH2:16]Cl)=[CH:14][CH:13]=1.[I-].[K+].C(=O)([O-])[O-].[Cs+].[Cs+]. The catalyst is CN(C=O)C. The product is [CH3:10][O:11][C:12]1[CH:19]=[CH:18][C:15]([CH2:16][N:6]2[C:5](=[O:9])[CH:4]=[C:3]([NH:2][CH3:1])[N:8]=[CH:7]2)=[CH:14][CH:13]=1. The yield is 0.590. (5) The reactants are [C:1]([N:5]1[CH:9]=[C:8]([NH2:10])[CH:7]=[N:6]1)([CH3:4])([CH3:3])[CH3:2].[C:11]1([O:17][C:18](Cl)=[O:19])[CH:16]=[CH:15][CH:14]=[CH:13][CH:12]=1.C([O-])([O-])=O.[K+].[K+]. The catalyst is C1COCC1. The product is [C:1]([N:5]1[CH:9]=[C:8]([NH:10][C:18](=[O:19])[O:17][C:11]2[CH:16]=[CH:15][CH:14]=[CH:13][CH:12]=2)[CH:7]=[N:6]1)([CH3:4])([CH3:3])[CH3:2]. The yield is 0.890. (6) The reactants are [ClH:1].[F:2][C:3]1[CH:8]=[C:7]([F:9])[CH:6]=[CH:5][C:4]=1[S:10][C:11]1C=C[C:14]2[N:15]([C:17]([CH:20]([CH3:22])[CH3:21])=[N:18][N:19]=2)[CH:16]=1.BrN1C(=O)CCC1=O.Cl[CH:32]([Cl:36])[C:33](O)=O.C(OCC)(=O)C. The catalyst is ClCCCl. The product is [Cl:1][C:16]1[N:15]2[C:17]([CH:20]([CH3:22])[CH3:21])=[N:18][N:19]=[C:14]2[CH:33]=[C:32]([Cl:36])[C:11]=1[S:10][C:4]1[CH:5]=[CH:6][C:7]([F:9])=[CH:8][C:3]=1[F:2]. The yield is 0.100. (7) The reactants are C[S:2]([C:4]1[CH:11]=[C:10]([C:12]2[CH:17]=[CH:16][C:15]([C:18]([F:21])([F:20])[F:19])=[CH:14][CH:13]=2)[CH:9]=[CH:8][C:5]=1[C:6]#[N:7])=O. The catalyst is FC(F)(F)C(OC(=O)C(F)(F)F)=O. The product is [SH:2][C:4]1[CH:11]=[C:10]([C:12]2[CH:17]=[CH:16][C:15]([C:18]([F:19])([F:20])[F:21])=[CH:14][CH:13]=2)[CH:9]=[CH:8][C:5]=1[C:6]#[N:7]. The yield is 0.510. (8) The reactants are P(Br)(Br)([Br:3])=O.[Br:6][C:7]1[CH:8]=[CH:9][CH:10]=[C:11]2[C:16]=1[NH:15][C:14](=O)[CH:13]=[CH:12]2. No catalyst specified. The product is [Br:3][C:14]1[CH:13]=[CH:12][C:11]2[C:16](=[C:7]([Br:6])[CH:8]=[CH:9][CH:10]=2)[N:15]=1. The yield is 0.640.